From a dataset of NCI-60 drug combinations with 297,098 pairs across 59 cell lines. Regression. Given two drug SMILES strings and cell line genomic features, predict the synergy score measuring deviation from expected non-interaction effect. (1) Synergy scores: CSS=33.6, Synergy_ZIP=-11.1, Synergy_Bliss=-5.24, Synergy_Loewe=-4.44, Synergy_HSA=-3.66. Drug 1: C1=CC(=CC=C1CCCC(=O)O)N(CCCl)CCCl. Cell line: SK-OV-3. Drug 2: CNC(=O)C1=NC=CC(=C1)OC2=CC=C(C=C2)NC(=O)NC3=CC(=C(C=C3)Cl)C(F)(F)F. (2) Drug 1: C1CCC(C(C1)N)N.C(=O)(C(=O)[O-])[O-].[Pt+4]. Drug 2: C1CN(P(=O)(OC1)NCCCl)CCCl. Cell line: SK-MEL-28. Synergy scores: CSS=-3.23, Synergy_ZIP=-13.1, Synergy_Bliss=-37.5, Synergy_Loewe=-30.3, Synergy_HSA=-39.4. (3) Drug 1: CC1=C(C=C(C=C1)C(=O)NC2=CC(=CC(=C2)C(F)(F)F)N3C=C(N=C3)C)NC4=NC=CC(=N4)C5=CN=CC=C5. Drug 2: C1=NNC2=C1C(=O)NC=N2. Cell line: M14. Synergy scores: CSS=-2.35, Synergy_ZIP=4.16, Synergy_Bliss=9.59, Synergy_Loewe=-1.97, Synergy_HSA=-1.65. (4) Drug 1: C1=CC(=CC=C1C#N)C(C2=CC=C(C=C2)C#N)N3C=NC=N3. Drug 2: C1C(C(OC1N2C=C(C(=O)NC2=O)F)CO)O. Cell line: SW-620. Synergy scores: CSS=14.7, Synergy_ZIP=-2.06, Synergy_Bliss=-3.77, Synergy_Loewe=-12.5, Synergy_HSA=-0.0957. (5) Drug 1: CC1CCC2CC(C(=CC=CC=CC(CC(C(=O)C(C(C(=CC(C(=O)CC(OC(=O)C3CCCCN3C(=O)C(=O)C1(O2)O)C(C)CC4CCC(C(C4)OC)OCCO)C)C)O)OC)C)C)C)OC. Drug 2: C1=CN(C=N1)CC(O)(P(=O)(O)O)P(=O)(O)O. Cell line: NCI-H226. Synergy scores: CSS=8.51, Synergy_ZIP=-0.807, Synergy_Bliss=-1.13, Synergy_Loewe=-6.05, Synergy_HSA=-0.317. (6) Drug 1: C1=CC(=CC=C1CCC2=CNC3=C2C(=O)NC(=N3)N)C(=O)NC(CCC(=O)O)C(=O)O. Drug 2: CC(C)(C#N)C1=CC(=CC(=C1)CN2C=NC=N2)C(C)(C)C#N. Cell line: SK-MEL-28. Synergy scores: CSS=11.7, Synergy_ZIP=-3.58, Synergy_Bliss=-1.02, Synergy_Loewe=-2.26, Synergy_HSA=-0.508.